Dataset: Peptide-MHC class I binding affinity with 185,985 pairs from IEDB/IMGT. Task: Regression. Given a peptide amino acid sequence and an MHC pseudo amino acid sequence, predict their binding affinity value. This is MHC class I binding data. (1) The peptide sequence is RRAVRGEQL. The MHC is Mamu-B08 with pseudo-sequence Mamu-B08. The binding affinity (normalized) is 0.668. (2) The peptide sequence is RQRHYFDSA. The MHC is HLA-B14:02 with pseudo-sequence HLA-B14:02. The binding affinity (normalized) is 0.213.